Predict the reactants needed to synthesize the given product. From a dataset of Full USPTO retrosynthesis dataset with 1.9M reactions from patents (1976-2016). (1) Given the product [CH3:19][N:18]([CH2:17][C:12]1[CH:13]=[CH:14][CH:15]=[CH:16][C:11]=1[N:8]1[CH2:7][CH2:6][N:5]([C:3](=[O:4])[C@H:2]([NH:1][C:39]([C@@H:30]2[CH2:31][C:32]3[C:37](=[CH:36][CH:35]=[CH:34][CH:33]=3)[CH2:38][N:29]2[C:42]([O:44][C:45]([CH3:48])([CH3:47])[CH3:46])=[O:43])=[O:40])[CH2:21][C:22]2[CH:23]=[CH:24][C:25]([Cl:28])=[CH:26][CH:27]=2)[CH2:10][CH2:9]1)[CH3:20], predict the reactants needed to synthesize it. The reactants are: [NH2:1][C@H:2]([CH2:21][C:22]1[CH:27]=[CH:26][C:25]([Cl:28])=[CH:24][CH:23]=1)[C:3]([N:5]1[CH2:10][CH2:9][N:8]([C:11]2[CH:16]=[CH:15][CH:14]=[CH:13][C:12]=2[CH2:17][N:18]([CH3:20])[CH3:19])[CH2:7][CH2:6]1)=[O:4].[N:29]1([C:42]([O:44][C:45]([CH3:48])([CH3:47])[CH3:46])=[O:43])[CH2:38][C:37]2[C:32](=[CH:33][CH:34]=[CH:35][CH:36]=2)[CH2:31][C@H:30]1[C:39](O)=[O:40].C(Cl)CCl.C1C=CC2N(O)N=NC=2C=1. (2) The reactants are: C(N(C(C)C)C(C)C)C.C1C=CC(N([S:17]([C:20]([F:23])([F:22])[F:21])(=[O:19])=[O:18])[S:17]([C:20]([F:23])([F:22])[F:21])(=[O:19])=[O:18])=CC=1.[OH:31][C:32]1[CH:37]=[CH:36][C:35]([C@H:38]2[CH2:43][CH2:42][C@H:41]([CH:44]([CH3:50])[C:45]([O:47][CH2:48][CH3:49])=[O:46])[CH2:40][CH2:39]2)=[CH:34][CH:33]=1.[OH-].[Na+]. Given the product [F:21][C:20]([F:23])([F:22])[S:17]([O:31][C:32]1[CH:33]=[CH:34][C:35]([C@H:38]2[CH2:39][CH2:40][C@H:41]([CH:44]([CH3:50])[C:45]([O:47][CH2:48][CH3:49])=[O:46])[CH2:42][CH2:43]2)=[CH:36][CH:37]=1)(=[O:19])=[O:18], predict the reactants needed to synthesize it. (3) Given the product [Cl:1][C:2]1[CH:3]=[CH:4][C:5]([N:21]2[CH:25]=[N:24][N:23]=[N:22]2)=[C:6]([C:8]2[CH:16]=[C:15]3[N:11]([C@H:12]([C:17]([O:19][CH2:33][C:34](=[O:35])[C:36]4[CH:41]=[CH:40][CH:39]=[CH:38][CH:37]=4)=[O:18])[CH2:13][CH2:14]3)[C:10](=[O:20])[CH:9]=2)[CH:7]=1, predict the reactants needed to synthesize it. The reactants are: [Cl:1][C:2]1[CH:3]=[CH:4][C:5]([N:21]2[CH:25]=[N:24][N:23]=[N:22]2)=[C:6]([C:8]2[CH:16]=[C:15]3[N:11]([C@H:12]([C:17]([OH:19])=[O:18])[CH2:13][CH2:14]3)[C:10](=[O:20])[CH:9]=2)[CH:7]=1.C(=O)([O-])[O-].[K+].[K+].Br[CH2:33][C:34]([C:36]1[CH:41]=[CH:40][CH:39]=[CH:38][CH:37]=1)=[O:35]. (4) The reactants are: [CH3:1][O:2][C@H:3]([C@@H:8]([CH3:27])[C@@H:9]([O:25][CH3:26])/[CH:10]=[CH:11]/[Sn:12]([CH2:21][CH2:22][CH2:23][CH3:24])([CH2:17][CH2:18][CH2:19][CH3:20])[CH2:13][CH2:14][CH2:15][CH3:16])[C@@H:4]([CH3:7])[CH2:5][OH:6].C[N+]1([O-])CCOCC1. Given the product [CH3:1][O:2][C@H:3]([C@@H:8]([CH3:27])[C@@H:9]([O:25][CH3:26])/[CH:10]=[CH:11]/[Sn:12]([CH2:21][CH2:22][CH2:23][CH3:24])([CH2:17][CH2:18][CH2:19][CH3:20])[CH2:13][CH2:14][CH2:15][CH3:16])[C@@H:4]([CH3:7])[CH:5]=[O:6], predict the reactants needed to synthesize it. (5) Given the product [CH3:27][O:26][C:21]1[CH:22]=[CH:23][CH:24]=[CH:25][C:20]=1[N:19]1[C:15]([C:12]2[CH:13]=[CH:14][C:9]([OH:8])=[CH:10][CH:11]=2)=[CH:16][C:17]([CH:28]2[CH2:33][C:32]([CH3:35])([CH3:34])[O:31][C:30]([CH3:37])([CH3:36])[CH2:29]2)=[N:18]1, predict the reactants needed to synthesize it. The reactants are: C([O:8][C:9]1[CH:14]=[CH:13][C:12]([C:15]2[N:19]([C:20]3[CH:25]=[CH:24][CH:23]=[CH:22][C:21]=3[O:26][CH3:27])[N:18]=[C:17]([CH:28]3[CH2:33][C:32]([CH3:35])([CH3:34])[O:31][C:30]([CH3:37])([CH3:36])[CH2:29]3)[CH:16]=2)=[CH:11][CH:10]=1)C1C=CC=CC=1.